From a dataset of Experimentally validated miRNA-target interactions with 360,000+ pairs, plus equal number of negative samples. Binary Classification. Given a miRNA mature sequence and a target amino acid sequence, predict their likelihood of interaction. (1) The miRNA is mmu-miR-27a-5p with sequence AGGGCUUAGCUGCUUGUGAGCA. The protein sequence of the target gene is MDDQSRMLQTLAGVNLAGHSVQGGMALPPPPHGHEGADGDGRKQDIGDILHQIMTITDQSLDEAQAKKHALNCHRMKPALFSVLCEIKEKTGLSIRGAQEEDPPDPQLMRLDNMLLAEGVSGPEKGGGSAAAAAAAAASGGSSDNSIEHSDYRAKLTQIRQIYHTELEKYEQACNEFTTHVMNLLREQSRTRPISPKEIERMVGIIHRKFSSIQMQLKQSTCEAVMILRSRFLDARRKRRNFSKQATEILNEYFYSHLSNPYPSEEAKEELAKKCSITVSQVSNWFGNKRIRYKKNIGKF.... Result: 0 (no interaction). (2) The protein sequence of the target gene is MLAVHFDKPGGPENLYVKEVAKPSPGEGEVLLKVAASALNRADLMQRQGQYDPPPGASNILGLEASGHVAELGPGCQGHWKIGDTAMALLPGGGQAQYVTVPEGLLMPIPEGLTLTQAAAIPEAWLTAFQLLHLVGNVQAGDYVLIHAGLSGVGTAAIQLTRMAGAIPLVTAGSQKKLQMAEKLGAAAGFNYKKEDFSEATLKFTKGAGVNLILDCIGGSYWEKNVNCLALDGRWVLYGLMGGGDINGPLFSKLLFKRGSLITSLLRSRDNKYKQMLVNAFTEQILPHFSTEGPQRLLPV.... Result: 0 (no interaction). The miRNA is hsa-miR-524-3p with sequence GAAGGCGCUUCCCUUUGGAGU. (3) The miRNA is mmu-miR-7229-3p with sequence UACACAGACCAGUGACUUUCUGCA. The protein sequence of the target gene is MLRLFYFSAIIASVILNFVGIIMNLFITVVNCKTWVKSHRISSSDRILFSLGITRFLMLGLFLVNTIYFVSSNTERSVYLSAFFVLCFMFLDSSSVWFVTLLNILYCVKITNFQHSVFLLLKRNISPKIPRLLLACVLISAFTTCLYITLSQASPFPELVTTRNNTSFNISEGILSLVVSLVLSSSLQFIINVTSASLLIHSLRRHIQKMQKNATGFWNPQTEAHVGAMKLMVYFLILYIPYSVATLVQYLPFYAGMDMGTKSICLIFATLYSPGHSVLIIITHPKLKTTAKKILCFKK. Result: 0 (no interaction). (4) The miRNA is hsa-miR-4436b-3p with sequence CAGGGCAGGAAGAAGUGGACAA. The protein sequence of the target gene is MRLLPLLRTVLWAAFLGSPLRGGSSLRHVVYWNSSNPRLLRGDAVVELGLNDYLDIVCPHYEGPGPPEGPETFALYMVDWPGYESCQAEGPRAYKRWVCSLPFGHVQFSEKIQRFTPFSLGFEFLPGETYYYISVPTPESSGQCLRLQVSVCCKERKSESAHPVGSPGESGTSGWRGGDTPSPLCLLLLLLLLILRLLRIL. Result: 0 (no interaction). (5) Result: 1 (interaction). The miRNA is hsa-miR-6720-5p with sequence UUCCAGCCCUGGUAGGCGCCGCG. The protein sequence of the target gene is MSKTLKKKKHWLSKVQECAVSWAGPPGDFGAEIRGGAERGEFPYLGRLREEPGGGTCCVVSGKAPSPGDVLLEVNGTPVSGLTNRDTLAVIRHFREPIRLKTVKPGKVINKDLRHYLSLQFQKGSIDHKLQQVIRDNLYLRTIPCTTRAPRDGEVPGVDYNFISVEQFKALEESGALLESGTYDGNFYGTPKPPAEPSPFQPDPVDQVLFDNEFDAESQRKRTTSVSKMERMDSSLPEEEEDEDKEAINGSGNAENRERHSESSDWMKTVPSYNQTNSSMDFRNYMMRDETLEPLPKNWE.... (6) The miRNA is mmu-miR-681 with sequence CAGCCUCGCUGGCAGGCAGCU. The protein sequence of the target gene is MERPSPCGSWLVGCLFTIAVFQPPVQVLGDAGKVYIAPLRDTANLPCPLFLWPNMVLSEMRWYRPGHLPRTQAVHVFRDGQDRDEDLMPEYKGRTALVRDAHKESYILQISNVRLEDRGLYQCQVWVGNSSREDNVTLQVAVLGSDPYIHVKGYDAGWIELLCQSVGWFPKPWTEWRDTTGRALLSLSEVHSLDENGLFRTAVSSRIRDNALGNVSCTIHNEALGQEKTTAMIIGAPERGSLSSPAVALSVVLPVLGLLILLGIWLICKQKKSKEKLLYEQAMEVENLLEDHAKEKGRLH.... Result: 0 (no interaction).